Dataset: Reaction yield outcomes from USPTO patents with 853,638 reactions. Task: Predict the reaction yield, written as a fraction of the theoretical maximum amount of product (1.0 means a 100% yield; for example, 0.34 means a 34% yield). (1) The reactants are [CH3:1][C:2]1([CH3:42])[CH2:13][C:12]2[CH:11]=[C:10]3[N:5]([CH2:6][CH2:7][N:8]([C:15]4[C:20]([CH:21]=[O:22])=[C:19]([C:23]5[CH:28]=[C:27]([NH:29][C:30]6[CH:39]=[C:33]7[CH2:34][N:35]([CH3:38])[CH2:36][CH2:37][N:32]7[N:31]=6)[C:26](=[O:40])[N:25]([CH3:41])[CH:24]=5)[CH:18]=[CH:17][N:16]=4)[C:9]3=[O:14])[C:4]=2[CH2:3]1.[BH4-].[Na+]. The catalyst is CO. The product is [OH:22][CH2:21][C:20]1[C:15]([N:8]2[CH2:7][CH2:6][N:5]3[C:4]4[CH2:3][C:2]([CH3:1])([CH3:42])[CH2:13][C:12]=4[CH:11]=[C:10]3[C:9]2=[O:14])=[N:16][CH:17]=[CH:18][C:19]=1[C:23]1[CH:28]=[C:27]([NH:29][C:30]2[CH:39]=[C:33]3[CH2:34][N:35]([CH3:38])[CH2:36][CH2:37][N:32]3[N:31]=2)[C:26](=[O:40])[N:25]([CH3:41])[CH:24]=1. The yield is 0.232. (2) The reactants are O=[C:2]1[NH:6][C@H:5]([C:7]([O:9][C:10]([CH3:13])([CH3:12])[CH3:11])=[O:8])[CH2:4][CH2:3]1.COC1C=CC(P2(SP(C3C=CC(OC)=CC=3)(=S)S2)=[S:23])=CC=1. The catalyst is C1C=CC=CC=1. The product is [S:23]=[C:2]1[NH:6][C@H:5]([C:7]([O:9][C:10]([CH3:13])([CH3:12])[CH3:11])=[O:8])[CH2:4][CH2:3]1. The yield is 0.950. (3) The reactants are C([O-])(=O)C.[O:5]=[C:6]1[C@@H:9]([NH3+:10])[CH2:8][NH:7]1.C(Cl)Cl.CN(C=O)C.CCN(CC)CC.[C:26]1([C:32]2[CH:40]=[CH:39][C:35]([C:36](Cl)=[O:37])=[CH:34][CH:33]=2)[CH:31]=[CH:30][CH:29]=[CH:28][CH:27]=1. The catalyst is C(C(C)=O)C.CCOC(C)=O. The product is [C:26]1([C:32]2[CH:33]=[CH:34][C:35]([C:36]([NH:10][C@H:9]3[CH2:8][NH:7][C:6]3=[O:5])=[O:37])=[CH:39][CH:40]=2)[CH:27]=[CH:28][CH:29]=[CH:30][CH:31]=1. The yield is 0.420. (4) The reactants are Br[C:2]1[CH:7]=[CH:6][C:5]([C@@H:8]([NH:10][S@@:11]([C:13]([CH3:16])([CH3:15])[CH3:14])=[O:12])[CH3:9])=[C:4]([F:17])[CH:3]=1.C([Sn](CCCC)(CCCC)[C:23]([O:25][CH2:26][CH3:27])=[CH2:24])CCC.C(N(CC)CC)C.C(Cl)Cl. The catalyst is C1C=CC(P(C2C=CC=CC=2)[C-]2C=CC=C2)=CC=1.C1C=CC(P(C2C=CC=CC=2)[C-]2C=CC=C2)=CC=1.Cl[Pd]Cl.[Fe+2].CO.C(Cl)Cl.C1(C)C=CC=CC=1. The product is [NH4+:10].[OH-:12].[CH2:26]([O:25][C:23]([C:2]1[CH:7]=[CH:6][C:5]([C@@H:8]([NH:10][S@@:11]([C:13]([CH3:16])([CH3:15])[CH3:14])=[O:12])[CH3:9])=[C:4]([F:17])[CH:3]=1)=[CH2:24])[CH3:27]. The yield is 0.0100. (5) The reactants are Br[C:2]1[CH:7]=[C:6]([CH2:8][NH:9][C:10]2[CH:28]=[CH:27][CH:26]=[CH:25][C:11]=2[C:12]([NH:14][C:15]2[CH:20]=[CH:19][CH:18]=[C:17]([C:21]([F:24])([F:23])[F:22])[CH:16]=2)=[O:13])[CH:5]=[CH:4][N:3]=1.[NH3:29]. The yield is 0.510. The catalyst is C(O)(O)C.[Cu-]=O. The product is [NH2:29][C:2]1[CH:7]=[C:6]([CH2:8][NH:9][C:10]2[CH:28]=[CH:27][CH:26]=[CH:25][C:11]=2[C:12]([NH:14][C:15]2[CH:20]=[CH:19][CH:18]=[C:17]([C:21]([F:24])([F:23])[F:22])[CH:16]=2)=[O:13])[CH:5]=[CH:4][N:3]=1.